From a dataset of Peptide-MHC class II binding affinity with 134,281 pairs from IEDB. Regression. Given a peptide amino acid sequence and an MHC pseudo amino acid sequence, predict their binding affinity value. This is MHC class II binding data. (1) The binding affinity (normalized) is 0.187. The peptide sequence is IHKASTVLAFPAGVC. The MHC is HLA-DPA10103-DPB10201 with pseudo-sequence HLA-DPA10103-DPB10201. (2) The peptide sequence is MLNWPVEAKTVVEGSD. The MHC is DRB1_0701 with pseudo-sequence DRB1_0701. The binding affinity (normalized) is 0. (3) The peptide sequence is LFRVYSNFLRGKLKL. The MHC is DRB1_0802 with pseudo-sequence DRB1_0802. The binding affinity (normalized) is 0.692. (4) The peptide sequence is IEAAASAIQGNVTSI. The MHC is DRB1_0301 with pseudo-sequence DRB1_0301. The binding affinity (normalized) is 0.0389. (5) The peptide sequence is VSWEEEAEISGSSAR. The MHC is HLA-DQA10201-DQB10402 with pseudo-sequence HLA-DQA10201-DQB10402. The binding affinity (normalized) is 0.387. (6) The peptide sequence is EAAAIFMTATPPGTA. The binding affinity (normalized) is 0.795. The MHC is DRB4_0101 with pseudo-sequence DRB4_0103.